This data is from Reaction yield outcomes from USPTO patents with 853,638 reactions. The task is: Predict the reaction yield, written as a fraction of the theoretical maximum amount of product (1.0 means a 100% yield; for example, 0.34 means a 34% yield). (1) The reactants are F[C:2]1[CH:9]=[CH:8][C:5]([C:6]#[N:7])=[CH:4][C:3]=1[CH3:10].C(=O)([O-])[O-].[Cs+].[Cs+].[F:17][C:18]([F:39])([F:38])[C:19]1[C:27]2[C:22](=[N:23][CH:24]=[CH:25][C:26]=2[C:28]2[CH:29]=[N:30][C:31]3[C:36]([CH:37]=2)=[CH:35][CH:34]=[CH:33][CH:32]=3)[NH:21][N:20]=1.O. The catalyst is CN1CCCC1=O. The product is [CH3:10][C:3]1[CH:4]=[C:5]([CH:8]=[CH:9][C:2]=1[N:21]1[C:22]2=[N:23][CH:24]=[CH:25][C:26]([C:28]3[CH:29]=[N:30][C:31]4[C:36]([CH:37]=3)=[CH:35][CH:34]=[CH:33][CH:32]=4)=[C:27]2[C:19]([C:18]([F:17])([F:39])[F:38])=[N:20]1)[C:6]#[N:7]. The yield is 0.110. (2) The reactants are [F:1][C:2]1[CH:7]=[CH:6][C:5]([C:8]2[C:12]([CH2:13][O:14][C:15]3[CH:23]=[CH:22][C:18]([C:19]([OH:21])=O)=[CH:17][N:16]=3)=[C:11]([CH3:24])[O:10][N:9]=2)=[CH:4][CH:3]=1.[NH:25]1[CH2:30][CH2:29][S:28][CH2:27][CH2:26]1. No catalyst specified. The product is [F:1][C:2]1[CH:3]=[CH:4][C:5]([C:8]2[C:12]([CH2:13][O:14][C:15]3[N:16]=[CH:17][C:18]([C:19]([N:25]4[CH2:30][CH2:29][S:28][CH2:27][CH2:26]4)=[O:21])=[CH:22][CH:23]=3)=[C:11]([CH3:24])[O:10][N:9]=2)=[CH:6][CH:7]=1. The yield is 0.370. (3) The reactants are [C:1]([O:5][C:6]([N:8]1[CH2:12][CH2:11][CH2:10][C@@H:9]1[CH2:13][O:14][C:15]1[CH:20]=[CH:19][C:18]([OH:21])=[CH:17][CH:16]=1)=[O:7])([CH3:4])([CH3:3])[CH3:2].I[C:23]1[CH:28]=[CH:27][C:26]([N:29]2[CH:33]=[CH:32][CH:31]=[N:30]2)=[CH:25][CH:24]=1. No catalyst specified. The product is [C:1]([O:5][C:6]([N:8]1[CH2:12][CH2:11][CH2:10][C@@H:9]1[CH2:13][O:14][C:15]1[CH:20]=[CH:19][C:18]([O:21][C:23]2[CH:24]=[CH:25][C:26]([N:29]3[CH:33]=[CH:32][CH:31]=[N:30]3)=[CH:27][CH:28]=2)=[CH:17][CH:16]=1)=[O:7])([CH3:4])([CH3:2])[CH3:3]. The yield is 0.600.